From a dataset of Catalyst prediction with 721,799 reactions and 888 catalyst types from USPTO. Predict which catalyst facilitates the given reaction. (1) Reactant: [Cl:1][C:2]1[C:3]([F:39])=[C:4]([CH:36]=[CH:37][CH:38]=1)[NH:5][C:6]1[C:15]2[C:10](=[CH:11][C:12]([O:34][CH3:35])=[C:13]([O:16][C@@H:17]3[CH2:21][N:20]([C:22](OC(C)(C)C)=O)[C@H:19]([C:29](=[O:33])[N:30]([CH3:32])[CH3:31])[CH2:18]3)[CH:14]=2)[N:9]=[CH:8][N:7]=1.C=O. Product: [Cl:1][C:2]1[C:3]([F:39])=[C:4]([CH:36]=[CH:37][CH:38]=1)[NH:5][C:6]1[C:15]2[C:10](=[CH:11][C:12]([O:34][CH3:35])=[C:13]([O:16][C@@H:17]3[CH2:21][N:20]([CH3:22])[C@H:19]([C:29](=[O:33])[N:30]([CH3:31])[CH3:32])[CH2:18]3)[CH:14]=2)[N:9]=[CH:8][N:7]=1. The catalyst class is: 106. (2) Reactant: [C:9](O[C:9]([O:11][C:12]([CH3:15])([CH3:14])[CH3:13])=[O:10])([O:11][C:12]([CH3:15])([CH3:14])[CH3:13])=[O:10].[CH3:16][C@@H:17]1[CH2:22][NH:21][CH2:20][CH2:19][N:18]1[C:23]1[C:28]([O:29][CH2:30][CH2:31][O:32][C:33]2[CH:34]=[N:35][CH:36]=[CH:37][CH:38]=2)=[N:27][CH:26]=[CH:25][N:24]=1. Product: [CH3:16][C@H:17]1[N:18]([C:23]2[C:28]([O:29][CH2:30][CH2:31][O:32][C:33]3[CH:34]=[N:35][CH:36]=[CH:37][CH:38]=3)=[N:27][CH:26]=[CH:25][N:24]=2)[CH2:19][CH2:20][N:21]([C:9]([O:11][C:12]([CH3:13])([CH3:14])[CH3:15])=[O:10])[CH2:22]1. The catalyst class is: 12. (3) Reactant: [C:1]([C:5]1[CH:23]=[CH:22][C:8]([C:9]([NH:11][C:12]2[N:13]=[C:14]3[CH:19]=[CH:18][C:17]([Cl:20])=[N:16][N:15]3[CH:21]=2)=[O:10])=[CH:7][CH:6]=1)([CH3:4])([CH3:3])[CH3:2].[NH:24]1[CH2:28][CH2:27][CH2:26][CH2:25]1.C(=O)([O-])[O-].[K+].[K+]. Product: [OH2:10].[ClH:20].[C:1]([C:5]1[CH:23]=[CH:22][C:8]([C:9]([NH:11][C:12]2[N:13]=[C:14]3[CH:19]=[CH:18][C:17]([N:24]4[CH2:28][CH2:27][CH2:26][CH2:25]4)=[N:16][N:15]3[CH:21]=2)=[O:10])=[CH:7][CH:6]=1)([CH3:4])([CH3:3])[CH3:2]. The catalyst class is: 6. (4) Reactant: [CH3:1][O:2][C:3]1[CH:4]=[C:5]2[C:9](=[CH:10][CH:11]=1)[NH:8][CH:7]=[CH:6]2.[H-].[Na+].[CH:14]1[CH:19]=[CH:18][C:17]([CH2:20]Br)=[CH:16][CH:15]=1. The catalyst class is: 18. Product: [CH2:20]([N:8]1[C:9]2[C:5](=[CH:4][C:3]([O:2][CH3:1])=[CH:11][CH:10]=2)[CH:6]=[CH:7]1)[C:17]1[CH:18]=[CH:19][CH:14]=[CH:15][CH:16]=1. (5) Reactant: Br[CH2:2][CH2:3][O:4][C@H:5]1[C@H:9]([OH:10])[CH2:8][N:7]([C:11]([O:13][CH2:14][C:15]2[CH:20]=[CH:19][CH:18]=[CH:17][CH:16]=2)=[O:12])[CH2:6]1.[OH-].[K+]. Product: [O:4]1[C@@H:5]2[CH2:6][N:7]([C:11]([O:13][CH2:14][C:15]3[CH:20]=[CH:19][CH:18]=[CH:17][CH:16]=3)=[O:12])[CH2:8][C@H:9]2[O:10][CH2:2][CH2:3]1. The catalyst class is: 14. (6) Reactant: [F:1][C:2]1[CH:7]=[C:6]([F:8])[CH:5]=[CH:4][C:3]=1[S:9]([NH:12][C:13]1[C:14]([O:28][CH3:29])=[N:15][CH:16]=[C:17]([C:19]2[CH:20]=[CH:21][C:22]3[N:23]([CH:25]=[CH:26][N:27]=3)[CH:24]=2)[CH:18]=1)(=[O:11])=[O:10].C1C(=O)N([I:37])C(=O)C1.O. Product: [F:1][C:2]1[CH:7]=[C:6]([F:8])[CH:5]=[CH:4][C:3]=1[S:9]([NH:12][C:13]1[C:14]([O:28][CH3:29])=[N:15][CH:16]=[C:17]([C:19]2[CH:20]=[CH:21][C:22]3[N:23]([C:25]([I:37])=[CH:26][N:27]=3)[CH:24]=2)[CH:18]=1)(=[O:10])=[O:11]. The catalyst class is: 3. (7) Reactant: [F:1][C:2]1[CH:3]=[C:4]([CH:24]=[CH:25][C:26]=1[F:27])[CH2:5][C@H:6]1[CH2:11][C@@H:10]([C:12](=[O:19])[CH2:13][C:14](OCC)=[O:15])[CH2:9][CH2:8][N:7]1[C:20]([O:22][CH3:23])=[O:21].[OH-].[Na+].[NH2:30]O.Cl. Product: [F:1][C:2]1[CH:3]=[C:4]([CH:24]=[CH:25][C:26]=1[F:27])[CH2:5][C@H:6]1[CH2:11][C@@H:10]([C:12]2[O:19][NH:30][C:14](=[O:15])[CH:13]=2)[CH2:9][CH2:8][N:7]1[C:20]([O:22][CH3:23])=[O:21]. The catalyst class is: 24. (8) Reactant: [Na].[O:2]1[CH:6]=[CH:5][CH:4]=[C:3]1[C:7](=O)[CH2:8][C:9]1[CH:14]=[CH:13][N:12]=[CH:11][CH:10]=1.[O:16]1[CH:20]=[CH:19][CH:18]=[C:17]1[CH:21]=O.Cl.[NH2:24][C:25]([NH2:27])=[NH:26]. Product: [O:2]1[CH:6]=[CH:5][CH:4]=[C:3]1[C:7]1[C:8]([C:9]2[CH:14]=[CH:13][N:12]=[CH:11][CH:10]=2)=[C:21]([C:17]2[O:16][CH:20]=[CH:19][CH:18]=2)[N:26]=[C:25]([NH2:27])[N:24]=1. The catalyst class is: 8. (9) Reactant: [Cl:1][C:2]1[CH:7]=[CH:6][C:5]([S:8]([C:11]2[C:19]3[C:14](=[CH:15][CH:16]=[C:17]([CH3:20])[CH:18]=3)[N:13]([CH2:21][C:22]([O:24]CC)=[O:23])[C:12]=2[CH3:27])(=[O:10])=[O:9])=[CH:4][CH:3]=1.[OH-].[Na+].Cl. Product: [Cl:1][C:2]1[CH:3]=[CH:4][C:5]([S:8]([C:11]2[C:19]3[C:14](=[CH:15][CH:16]=[C:17]([CH3:20])[CH:18]=3)[N:13]([CH2:21][C:22]([OH:24])=[O:23])[C:12]=2[CH3:27])(=[O:10])=[O:9])=[CH:6][CH:7]=1. The catalyst class is: 8. (10) Reactant: [NH2:1][CH:2]1[CH2:7][N:6]([C:8](=[O:20])[C:9]2[CH:14]=[CH:13][CH:12]=[C:11]([C:15]3[O:16][CH:17]=[CH:18][CH:19]=3)[CH:10]=2)[CH2:5][CH:4]([C:21]([NH:23][C:24]2[CH:29]=[CH:28][C:27]([Cl:30])=[CH:26][CH:25]=2)=[O:22])[CH2:3]1.C(N(CC)CC)C.Cl[C:39]([O:41][CH2:42][CH3:43])=[O:40]. Product: [Cl:30][C:27]1[CH:26]=[CH:25][C:24]([NH:23][C:21]([CH:4]2[CH2:5][N:6]([C:8](=[O:20])[C:9]3[CH:14]=[CH:13][CH:12]=[C:11]([C:15]4[O:16][CH:17]=[CH:18][CH:19]=4)[CH:10]=3)[CH2:7][CH:2]([NH:1][C:39](=[O:40])[O:41][CH2:42][CH3:43])[CH2:3]2)=[O:22])=[CH:29][CH:28]=1. The catalyst class is: 4.